From a dataset of Retrosynthesis with 50K atom-mapped reactions and 10 reaction types from USPTO. Predict the reactants needed to synthesize the given product. (1) Given the product COC(=O)[C@@H](NC(=O)c1ccc(Cl)cc1NC(=O)Nc1c(C)cccc1C)C1CCCCC1, predict the reactants needed to synthesize it. The reactants are: COC(=O)[C@@H](NC(=O)c1ccc(Cl)cc1N)C1CCCCC1.Cc1cccc(C)c1N=C=O. (2) Given the product CCCCCCCCCCCCCCCCOC(=O)N1CCN(C2=Nc3cc(Cl)ccc3Nc3ccccc32)CC1, predict the reactants needed to synthesize it. The reactants are: CCCCCCCCCCCCCCCCOC(=O)Cl.Clc1ccc2c(c1)N=C(N1CCNCC1)c1ccccc1N2. (3) The reactants are: CCNCc1cc(C(F)(F)F)ccc1-c1cc(C(F)(F)F)cc(CC(=O)OCC)n1.O=C(Cl)C1CCC1. Given the product CCOC(=O)Cc1cc(C(F)(F)F)cc(-c2ccc(C(F)(F)F)cc2CN(CC)C(=O)C2CCC2)n1, predict the reactants needed to synthesize it. (4) Given the product COc1cc2c(Oc3ccc(C)nc3I)ccnc2cc1OCc1ccccc1, predict the reactants needed to synthesize it. The reactants are: COc1cc2c(Cl)ccnc2cc1OCc1ccccc1.Cc1ccc(O)c(I)n1.